This data is from Full USPTO retrosynthesis dataset with 1.9M reactions from patents (1976-2016). The task is: Predict the reactants needed to synthesize the given product. (1) Given the product [C:36]([CH2:35][C:3]1([C:7]([O:9][CH2:10][CH3:11])=[O:8])[CH2:4][CH2:5][CH2:6][N:1]([C:12]([O:14][C:15]([CH3:17])([CH3:16])[CH3:18])=[O:13])[CH2:2]1)#[N:37], predict the reactants needed to synthesize it. The reactants are: [N:1]1([C:12]([O:14][C:15]([CH3:18])([CH3:17])[CH3:16])=[O:13])[CH2:6][CH2:5][CH2:4][CH:3]([C:7]([O:9][CH2:10][CH3:11])=[O:8])[CH2:2]1.C[Si]([N-][Si](C)(C)C)(C)C.[Li+].C1COCC1.Br[CH2:35][C:36]#[N:37]. (2) Given the product [CH2:1]([O:8][C:9]1[CH:14]=[C:13]([O:15][CH2:16][C:24]2[CH:29]=[CH:28][CH:27]=[CH:26][CH:25]=2)[CH:12]=[C:11]([O:23][C:24]2[CH:29]=[CH:28][C:27]([N+:30]([O-:32])=[O:31])=[CH:26][CH:25]=2)[C:10]=1[C:33]1[O:37][N:36]=[C:35]([C:38]([NH:36][CH2:35][CH3:34])=[O:39])[CH:34]=1)[C:14]1[CH:13]=[CH:12][CH:11]=[CH:10][CH:9]=1, predict the reactants needed to synthesize it. The reactants are: [CH2:1]([O:8][C:9]1[CH:14]=[C:13]([O:15][CH2:16]C2C=CC=CC=2)[CH:12]=[C:11]([O:23][C:24]2[CH:29]=[CH:28][C:27]([N+:30]([O-:32])=[O:31])=[CH:26][CH:25]=2)[C:10]=1[C:33]1[O:37][N:36]=[C:35]([C:38](OCC)=[O:39])[CH:34]=1)C1C=CC=CC=1. (3) Given the product [CH3:1][C:2]1[C:7]2[N:8]=[C:9]([NH:12][C:23]3[CH:28]=[CH:27][C:26]([S:29]([NH:32][CH2:33][CH2:34][N:35]4[CH2:36][CH2:37][CH2:38][CH2:39]4)(=[O:31])=[O:30])=[CH:25][CH:24]=3)[N:10]=[N:11][C:6]=2[CH:5]=[C:4]([C:13]2[CH:18]=[CH:17][CH:16]=[C:15]([N+:19]([O-:21])=[O:20])[CH:14]=2)[CH:3]=1, predict the reactants needed to synthesize it. The reactants are: [CH3:1][C:2]1[C:7]2[N:8]=[C:9]([NH2:12])[N:10]=[N:11][C:6]=2[CH:5]=[C:4]([C:13]2[CH:18]=[CH:17][CH:16]=[C:15]([N+:19]([O-:21])=[O:20])[CH:14]=2)[CH:3]=1.Br[C:23]1[CH:28]=[CH:27][C:26]([S:29]([NH:32][CH2:33][CH2:34][N:35]2[CH2:39][CH2:38][CH2:37][CH2:36]2)(=[O:31])=[O:30])=[CH:25][CH:24]=1.C(=O)([O-])[O-].[Cs+].[Cs+].C1(P(C2C=CC=CC=2)C2C3OC4C(=CC=CC=4P(C4C=CC=CC=4)C4C=CC=CC=4)C(C)(C)C=3C=CC=2)C=CC=CC=1. (4) The reactants are: [NH2:1][C:2]1[CH:20]=[CH:19][C:5]([C:6]([NH:8][C:9]2[CH:10]=[N:11][C:12]([C:15]([F:18])([F:17])[F:16])=[CH:13][CH:14]=2)=[O:7])=[CH:4][C:3]=1[N+:21]([O-])=O. Given the product [NH2:21][C:3]1[CH:4]=[C:5]([CH:19]=[CH:20][C:2]=1[NH2:1])[C:6]([NH:8][C:9]1[CH:10]=[N:11][C:12]([C:15]([F:18])([F:16])[F:17])=[CH:13][CH:14]=1)=[O:7], predict the reactants needed to synthesize it. (5) Given the product [NH2:15][C:4]1[N:5]([C@@H:6]2[O:10][C@H:9]([CH2:11][Cl:39])[C@@H:8]([OH:13])[C@H:7]2[OH:14])[CH:1]=[N:2][C:3]=1[C:16]([NH2:18])=[O:17], predict the reactants needed to synthesize it. The reactants are: [CH:1]1[N:5]([C@@H:6]2[O:10][C@H:9]([CH2:11]O)[C@@H:8]([OH:13])[C@H:7]2[OH:14])[C:4]([NH2:15])=[C:3]([C:16]([NH2:18])=[O:17])[N:2]=1.C1(P(C2C=CC=CC=2)C2C=CC=CC=2)C=CC=CC=1.C(Cl)(Cl)(Cl)[Cl:39].C1(P(=O)(C2C=CC=CC=2)C2C=CC=CC=2)C=CC=CC=1. (6) Given the product [CH3:1][C:2]1[C:18]([CH2:19][C:20]2[C:29]3[C:24](=[CH:25][CH:26]=[CH:27][CH:28]=3)[CH:23]=[CH:22][CH:21]=2)=[C:5]2[N:6]=[C:7]([N:12]3[CH2:17][CH2:16][O:15][CH2:14][CH2:13]3)[CH:8]=[C:9]([C:10]3[NH:32][N:31]=[N:30][N:11]=3)[N:4]2[N:3]=1, predict the reactants needed to synthesize it. The reactants are: [CH3:1][C:2]1[C:18]([CH2:19][C:20]2[C:29]3[C:24](=[CH:25][CH:26]=[CH:27][CH:28]=3)[CH:23]=[CH:22][CH:21]=2)=[C:5]2[N:6]=[C:7]([N:12]3[CH2:17][CH2:16][O:15][CH2:14][CH2:13]3)[CH:8]=[C:9]([C:10]#[N:11])[N:4]2[N:3]=1.[N-:30]=[N+:31]=[N-:32].[Na+].[Cl-].[NH4+].